From a dataset of Peptide-MHC class I binding affinity with 185,985 pairs from IEDB/IMGT. Regression. Given a peptide amino acid sequence and an MHC pseudo amino acid sequence, predict their binding affinity value. This is MHC class I binding data. (1) The peptide sequence is EVKSCHWPKS. The MHC is HLA-A32:01 with pseudo-sequence HLA-A32:01. The binding affinity (normalized) is 0.121. (2) The peptide sequence is CLLAISAVY. The MHC is HLA-A03:01 with pseudo-sequence HLA-A03:01. The binding affinity (normalized) is 0.363. (3) The peptide sequence is LIGFALFGV. The MHC is HLA-B18:01 with pseudo-sequence HLA-B18:01. The binding affinity (normalized) is 0.213. (4) The MHC is HLA-B15:09 with pseudo-sequence HLA-B15:09. The peptide sequence is GPAGYTAAL. The binding affinity (normalized) is 0.218. (5) The peptide sequence is MTRRRVLSV. The MHC is HLA-B53:01 with pseudo-sequence HLA-B53:01. The binding affinity (normalized) is 0.213.